Dataset: Kir2.1 potassium channel HTS with 301,493 compounds. Task: Binary Classification. Given a drug SMILES string, predict its activity (active/inactive) in a high-throughput screening assay against a specified biological target. (1) The drug is O=C1N(NC(=O)c2cccnc2)C(=O)C2C1C1CC2C=C1. The result is 0 (inactive). (2) The molecule is O=C(NNC(=O)c1ccc(OC)cc1)C(NC(=O)c1c(NC(=O)c2occc2)cccc1)CC. The result is 0 (inactive). (3) The result is 0 (inactive). The drug is FC(F)(F)C1n2[nH]c(cc2=NC(C1)c1ccc(cc1)C)C(=O)Nc1c(n(n(c1=O)c1ccccc1)C)C.